Task: Regression. Given a peptide amino acid sequence and an MHC pseudo amino acid sequence, predict their binding affinity value. This is MHC class I binding data.. Dataset: Peptide-MHC class I binding affinity with 185,985 pairs from IEDB/IMGT (1) The peptide sequence is LVWYTVFGA. The MHC is HLA-A02:01 with pseudo-sequence HLA-A02:01. The binding affinity (normalized) is 0.460. (2) The peptide sequence is AYIDNYNKV. The MHC is Patr-B0101 with pseudo-sequence Patr-B0101. The binding affinity (normalized) is 0.419. (3) The binding affinity (normalized) is 0.0847. The MHC is HLA-B08:03 with pseudo-sequence HLA-B08:03. The peptide sequence is KLEYLAPSY. (4) The peptide sequence is YFNTHDVYF. The MHC is HLA-A02:12 with pseudo-sequence HLA-A02:12. The binding affinity (normalized) is 0.0847. (5) The peptide sequence is SGFMPKCSK. The MHC is Mamu-B3901 with pseudo-sequence Mamu-B3901. The binding affinity (normalized) is 0.645. (6) The peptide sequence is RILHNFAYSL. The MHC is Patr-B1301 with pseudo-sequence Patr-B1301. The binding affinity (normalized) is 0.747. (7) The peptide sequence is VLQAGFFLLT. The MHC is HLA-A02:03 with pseudo-sequence HLA-A02:03. The binding affinity (normalized) is 0.638. (8) The peptide sequence is FRDYVDRFYK. The MHC is HLA-B45:01 with pseudo-sequence HLA-B45:01. The binding affinity (normalized) is 0. (9) The peptide sequence is SVQRNLPFER. The MHC is HLA-A31:01 with pseudo-sequence HLA-A31:01. The binding affinity (normalized) is 0.571.